This data is from Reaction yield outcomes from USPTO patents with 853,638 reactions. The task is: Predict the reaction yield, written as a fraction of the theoretical maximum amount of product (1.0 means a 100% yield; for example, 0.34 means a 34% yield). (1) The reactants are Br[CH:2]1[CH2:6][CH2:5][N:4]([C:7]2[S:8][C:9]([C:13]([NH:15][CH2:16][C:17]3[CH:22]=[CH:21][C:20]([F:23])=[CH:19][CH:18]=3)=[O:14])=[C:10]([CH3:12])[N:11]=2)[C:3]1=[O:24].C(=O)([O-])[O-].[K+].[K+].[CH:31]1([CH2:34][CH2:35][NH2:36])[CH2:33][CH2:32]1. The catalyst is O1CCCC1.O. The product is [CH:31]1([CH2:34][CH2:35][NH:36][CH:2]2[CH2:6][CH2:5][N:4]([C:7]3[S:8][C:9]([C:13]([NH:15][CH2:16][C:17]4[CH:22]=[CH:21][C:20]([F:23])=[CH:19][CH:18]=4)=[O:14])=[C:10]([CH3:12])[N:11]=3)[C:3]2=[O:24])[CH2:33][CH2:32]1. The yield is 0.600. (2) The reactants are [NH:1]1[CH2:7][CH2:6][CH2:5][CH2:4][C:3]2[CH:8]=[CH:9][CH:10]=[CH:11][C:2]1=2.[N+:12]([O-])([O-:14])=[O:13].[K+].N. The catalyst is OS(O)(=O)=O. The product is [N+:12]([C:10]1[CH:9]=[CH:8][C:3]2[CH2:4][CH2:5][CH2:6][CH2:7][NH:1][C:2]=2[CH:11]=1)([O-:14])=[O:13]. The yield is 0.510. (3) The reactants are [CH3:1][C:2]1[O:3][CH:4]=[CH:5][C:6]=1[CH2:7][NH2:8].CC1[O:11]C=CC=1C(OC)=O.C[O-].[Na+]. The catalyst is C(N)=O. The product is [CH3:1][C:2]1[O:3][CH:4]=[CH:5][C:6]=1[C:7]([NH2:8])=[O:11]. The yield is 0.830. (4) The product is [Cl:1][C:2]1[CH:10]=[CH:9][C:5]([C:6]([O:8][CH:13]([CH2:14][CH:15]=[CH2:16])[CH3:12])=[O:7])=[C:4]([O:11][C@H:23]([CH2:18][CH:19]=[CH2:20])[CH3:22])[CH:3]=1. The catalyst is C1COCC1.CCOCC. The reactants are [Cl:1][C:2]1[CH:10]=[CH:9][C:5]([C:6]([OH:8])=[O:7])=[C:4]([OH:11])[CH:3]=1.[CH3:12][C@@H:13](O)[CH2:14][CH:15]=[CH2:16].[C:18]1(P([C:18]2[CH:23]=[CH:22]C=[CH:20][CH:19]=2)[C:18]2[CH:23]=[CH:22]C=[CH:20][CH:19]=2)[CH:23]=[CH:22]C=[CH:20][CH:19]=1.CC(OC(/N=N/C(OC(C)C)=O)=O)C. The yield is 0.760. (5) The reactants are [C:1]([O:5][C:6](=[O:27])[N:7]([C:19]1[CH:24]=[CH:23][C:22]([CH:25]=[O:26])=[CH:21][N:20]=1)[CH2:8][C:9]1[CH:14]=[CH:13][C:12]([C:15]([F:18])([F:17])[F:16])=[CH:11][CH:10]=1)([CH3:4])([CH3:3])[CH3:2].[N:28]1([CH2:34][CH2:35][O:36][C:37]2[CH:38]=[C:39]3[CH:45]=[CH:44][NH:43][C:40]3=[N:41][CH:42]=2)[CH2:33][CH2:32][O:31][CH2:30][CH2:29]1.[OH-].[K+]. The catalyst is CO. The product is [C:1]([O:5][C:6](=[O:27])[N:7]([C:19]1[CH:24]=[CH:23][C:22]([CH:25]([OH:26])[C:45]2[C:39]3[C:40](=[N:41][CH:42]=[C:37]([O:36][CH2:35][CH2:34][N:28]4[CH2:33][CH2:32][O:31][CH2:30][CH2:29]4)[CH:38]=3)[NH:43][CH:44]=2)=[CH:21][N:20]=1)[CH2:8][C:9]1[CH:10]=[CH:11][C:12]([C:15]([F:16])([F:17])[F:18])=[CH:13][CH:14]=1)([CH3:4])([CH3:2])[CH3:3]. The yield is 0.400.